This data is from Reaction yield outcomes from USPTO patents with 853,638 reactions. The task is: Predict the reaction yield, written as a fraction of the theoretical maximum amount of product (1.0 means a 100% yield; for example, 0.34 means a 34% yield). (1) The reactants are C(O[B:5]1[O:9][C:8]([CH3:11])([CH3:10])[C:7]([CH3:13])([CH3:12])[O:6]1)(C)C.C([Li])CCC.[F:19][C:20]1[CH:21]=[C:22]([CH:27]2[CH2:30][O:29][CH2:28]2)[CH:23]=[C:24]([F:26])[CH:25]=1. No catalyst specified. The product is [F:26][C:24]1[CH:23]=[C:22]([CH:27]2[CH2:30][O:29][CH2:28]2)[CH:21]=[C:20]([F:19])[C:25]=1[B:5]1[O:6][C:7]([CH3:12])([CH3:13])[C:8]([CH3:10])([CH3:11])[O:9]1. The yield is 0.0800. (2) The reactants are [CH3:1][C:2]1[CH:7]=[CH:6][C:5]([NH:8][C:9]([O:11][CH2:12][C:13]2[CH:18]=[CH:17][CH:16]=[CH:15][CH:14]=2)=[O:10])=[CH:4][C:3]=1[CH:19]1[CH2:24][CH2:23][NH:22][CH2:21][CH2:20]1.[CH3:25][O:26][C:27]1[CH:32]=[CH:31][C:30]([S:33][C:34]2[CH:41]=[CH:40][C:37]([CH:38]=O)=[CH:36][CH:35]=2)=[CH:29][CH:28]=1.ClC(Cl)C.C(O)(=O)C.[Na].C([O-])(O)=O.[Na+]. The catalyst is C(Cl)Cl. The product is [CH3:25][O:26][C:27]1[CH:28]=[CH:29][C:30]([S:33][C:34]2[CH:41]=[CH:40][C:37]([CH2:38][N:22]3[CH2:21][CH2:20][CH:19]([C:3]4[CH:4]=[C:5]([NH:8][C:9]([O:11][CH2:12][C:13]5[CH:18]=[CH:17][CH:16]=[CH:15][CH:14]=5)=[O:10])[CH:6]=[CH:7][C:2]=4[CH3:1])[CH2:24][CH2:23]3)=[CH:36][CH:35]=2)=[CH:31][CH:32]=1. The yield is 0.880.